From a dataset of hERG potassium channel inhibition data for cardiac toxicity prediction from Karim et al.. Regression/Classification. Given a drug SMILES string, predict its toxicity properties. Task type varies by dataset: regression for continuous values (e.g., LD50, hERG inhibition percentage) or binary classification for toxic/non-toxic outcomes (e.g., AMES mutagenicity, cardiotoxicity, hepatotoxicity). Dataset: herg_karim. (1) The result is 0 (non-blocker). The molecule is COc1cc(Nc2c(C#N)cnc3cc(OCCCN4CCN(C)CC4)c(OC)cc23)c(Cl)cc1Cl. (2) The molecule is N#Cc1nc(CCCN2CCOCC2C(N)=O)cc(-c2cccc(C(F)(F)F)c2)n1. The result is 0 (non-blocker). (3) The compound is CC(C(=O)N[C@]1(c2ccccc2)CC[C@@H](N2CCC(c3ccc(F)cc3)CC2)CC1)c1cc(C(F)(F)F)cc(C(F)(F)F)c1. The result is 1 (blocker). (4) The result is 0 (non-blocker). The drug is O=C(Nc1ccc(-c2nnn[nH]2)cc1F)[C@H](C1CCCCC1)n1c(-c2ccc(Cl)cc2)nc2cc(F)c(F)cc21. (5) The compound is C[C@]12CC[C@H]3[C@@H](C=CC4=CC(=O)CC[C@@]43C)[C@@H]1CC[C@]2(O)CCC(=O)O. The result is 0 (non-blocker). (6) The molecule is Cc1cn(-c2ccc3n(c2=O)CCN([C@@H](C)COc2ccc(F)cc2[C@@H](C)C(F)(F)F)C3=O)cn1. The result is 1 (blocker).